This data is from Catalyst prediction with 721,799 reactions and 888 catalyst types from USPTO. The task is: Predict which catalyst facilitates the given reaction. (1) Product: [F:19][C:17]1[CH:16]=[CH:15][C:14]([N+:20]([O-:22])=[O:21])=[C:13]([NH:11][CH:9]([C:4]2[CH:5]=[C:6]([CH3:8])[CH:7]=[C:2]([CH3:1])[CH:3]=2)[CH3:10])[CH:18]=1. The catalyst class is: 10. Reactant: [CH3:1][C:2]1[CH:3]=[C:4]([CH:9]([NH2:11])[CH3:10])[CH:5]=[C:6]([CH3:8])[CH:7]=1.F[C:13]1[CH:18]=[C:17]([F:19])[CH:16]=[CH:15][C:14]=1[N+:20]([O-:22])=[O:21].C(N(CC)C(C)C)(C)C. (2) Reactant: [N:1]1([CH2:7][CH2:8][O:9][C:10]2[CH:15]=[CH:14][C:13]([NH2:16])=[C:12]([N+:17]([O-])=O)[CH:11]=2)[CH2:6][CH2:5][O:4][CH2:3][CH2:2]1. Product: [N:1]1([CH2:7][CH2:8][O:9][C:10]2[CH:11]=[C:12]([NH2:17])[C:13]([NH2:16])=[CH:14][CH:15]=2)[CH2:6][CH2:5][O:4][CH2:3][CH2:2]1. The catalyst class is: 50. (3) Reactant: C([O-])(=O)C.[NH4+:5].[CH2:6]([O:8][C:9](=[O:38])[CH:10]([O:27][C:28](=O)[CH2:29][O:30][C:31]1[CH:36]=[CH:35][CH:34]=[CH:33][CH:32]=1)[C:11](=O)[CH2:12][CH:13]([NH:15][C:16]([O:18][CH2:19][C:20]1[CH:25]=[CH:24][CH:23]=[CH:22][CH:21]=1)=[O:17])[CH3:14])[CH3:7]. Product: [CH2:6]([O:8][C:9]([C:10]1[O:27][C:28]([CH2:29][O:30][C:31]2[CH:36]=[CH:35][CH:34]=[CH:33][CH:32]=2)=[N:5][C:11]=1[CH2:12][CH:13]([NH:15][C:16]([O:18][CH2:19][C:20]1[CH:25]=[CH:24][CH:23]=[CH:22][CH:21]=1)=[O:17])[CH3:14])=[O:38])[CH3:7]. The catalyst class is: 15.